This data is from Forward reaction prediction with 1.9M reactions from USPTO patents (1976-2016). The task is: Predict the product of the given reaction. Given the reactants [O:1]1[CH2:5][C@@H:2]1[CH2:3]O.[C:6]1(=[O:16])[NH:10][C:9](=[O:11])[C:8]2=[CH:12][CH:13]=[CH:14][CH:15]=[C:7]12, predict the reaction product. The product is: [O:1]1[CH2:5][C@@H:2]1[CH2:3][N:10]1[C:6](=[O:16])[C:7]2[C:8](=[CH:12][CH:13]=[CH:14][CH:15]=2)[C:9]1=[O:11].